Dataset: Full USPTO retrosynthesis dataset with 1.9M reactions from patents (1976-2016). Task: Predict the reactants needed to synthesize the given product. (1) The reactants are: [CH:1]([N:4]1[C:12]2[C:7](=[CH:8][C:9]([C:13]([OH:15])=O)=[CH:10][CH:11]=2)[CH:6]=[N:5]1)([CH3:3])[CH3:2].C1N=CN(C(N2C=NC=C2)=O)C=1.[CH2:28]([O:30][C:31](=[O:36])[CH2:32]C(O)=O)[CH3:29].CCN(CC)CC.[Mg+2].[Cl-].[Cl-].[K]. Given the product [CH:1]([N:4]1[C:12]2[C:7](=[CH:8][C:9]([C:13](=[O:15])[CH2:32][C:31]([O:30][CH2:28][CH3:29])=[O:36])=[CH:10][CH:11]=2)[CH:6]=[N:5]1)([CH3:2])[CH3:3], predict the reactants needed to synthesize it. (2) Given the product [CH3:14][O:15][C:16]1[CH:25]=[C:24]2[C:19]([N:20]=[CH:21][C:22]([O:26][CH2:27][CH2:28][CH2:29][N:30]3[CH2:31][CH2:32][CH:33]([CH2:36][NH:37][CH2:12][C:10]4[CH:9]=[CH:8][C:5]5[O:6][CH2:7][C:2](=[O:1])[NH:3][C:4]=5[N:11]=4)[CH2:34][CH2:35]3)=[N:23]2)=[CH:18][CH:17]=1, predict the reactants needed to synthesize it. The reactants are: [O:1]=[C:2]1[CH2:7][O:6][C:5]2[CH:8]=[CH:9][C:10]([CH:12]=O)=[N:11][C:4]=2[NH:3]1.[CH3:14][O:15][C:16]1[CH:25]=[C:24]2[C:19]([N:20]=[CH:21][C:22]([O:26][CH2:27][CH2:28][CH2:29][N:30]3[CH2:35][CH2:34][CH:33]([CH2:36][NH2:37])[CH2:32][CH2:31]3)=[N:23]2)=[CH:18][CH:17]=1.C(O)(=O)C.C([BH3-])#N.[Na+].